This data is from Experimentally validated miRNA-target interactions with 360,000+ pairs, plus equal number of negative samples. The task is: Binary Classification. Given a miRNA mature sequence and a target amino acid sequence, predict their likelihood of interaction. (1) The miRNA is hsa-miR-4526 with sequence GCUGACAGCAGGGCUGGCCGCU. The protein sequence of the target gene is MAAVAMTPNPVQTLQEEAVCAICLDYFTDPVSIGCGHNFCRVCVTQLWGGEDEEDRDELDREEEEEDGEEEEVEAVGAGAGWDTPMRDEDYEGDMEEEVEEEEEGVFWTSGMSRSSWDNMDYVWEEEDEEEDLDYYLGDMEEEDLRGEDEEDEEEVLEEVEEEDLDPVTPLPPPPAPRRCFTCPQCRKSFPRRSFRPNLQLANMVQVIRQMHPTPGRGSRVTDQGICPKHQEALKLFCEVDEEAICVVCRESRSHKQHSVVPLEEVVQEYKAKLQGHVEPLRKHLEAVQKMKAKEERRVT.... Result: 1 (interaction). (2) The miRNA is ath-miR396b-5p with sequence UUCCACAGCUUUCUUGAACUU. The protein sequence of the target gene is MDLGVRVSGHETVSSPGQTELGSGFSNKQERSGFDGEDCWRSSKLSRTSTDGFSSSPASAKTLSFHQGIPLLRSTTINDPRKGQEHMLSFSSASGKSDVSPYLQYCRNSGYGLGGMMNTSNMHGNLLTGVKGPFSLTQWAELEQQALIYKYITANVPVPSSLLLSLKKSFFPYGSLPPNSFGWGSFHLGFSGGNMDPEPGRCRRTDGKKWRCSRDAVPDQKYCERHINRGRHRSRKPVEGQNGHNTNAAAAASAAAASTAAAVSKAAAGTSAVAMRGSDNNNSLAAAVGTQHHTNNQSTD.... Result: 1 (interaction). (3) The miRNA is hsa-miR-4735-3p with sequence AAAGGUGCUCAAAUUAGACAU. The protein sequence of the target gene is MDPKRSQKESVLITGGSGYFGFRLGCALNQNGVHVILFDISSPAQTIPEGIKFIQGDIRHLSDVEKAFQDADVTCVFHIASYGMSGREQLNRNLIKEVNVRGTDNILQVCQRRRVPRLVYTSTFNVIFGGQVIRNGDESLPYLPLHLHPDHYSRTKSIAEQKVLEANATPLDRGDGVLRTCALRPAGIYGPGEQRHLPRIVSYIEKGLFKFVYGDPRSLVEFVHVDNLVQAHILASEALRADKGHIASGQPYFISDGRPVNNFEFFRPLVEGLGYTFPSTRLPLTLVYCFAFLTEMVHFI.... Result: 0 (no interaction). (4) The miRNA is hsa-miR-1178-5p with sequence CAGGGUCAGCUGAGCAUG. The protein sequence of the target gene is MLRHGALTALWITLSVVQTGVAEQVKCNFTLLESRVSSLSASIQWRTFASPCNFSLIYSSDTSGPMWCHPIRIDNFTYGCNPKDLQAGTVYNFRIVSLDGEESTLVLQTDPLPPARFEVNREKTASTTLQVRWTPSSGKVSWYEVQLFDHNNQKIQEVQVQESTTWSQYTFLNLTEGNSYKVAITAVSGEKRSFPVYINGSTVPSPVKDLGISPNPNSLLISWSRGSGNVEQYRLVLMDKGAIVQDTNVDRRDTSYAFHELTPGHLYNLTIVTMASGLQNSRWKLVRTAPMEVSNLKVTN.... Result: 0 (no interaction). (5) The miRNA is mmu-miR-134-5p with sequence UGUGACUGGUUGACCAGAGGGG. The protein sequence of the target gene is MELDFGHFDERDKASRNMRGSRMNGLPSPTHSAHCSFYRTRTLQALSNEKKAKKVRFYRNGDRYFKGIVYAVSSDRFRSFDALLADLTRSLSDNINLPQGVRYIYTIDGSRKIGSMDELEEGESYVCSSDNFFKKVEYTKNVNPNWSVNVKTSANMKAPQSLASSNSAQARENKDFVRPKLVTIIRSGVKPRKAVRVLLNKKTAHSFEQVLTDITEAIKLETGVVKKLYTLDGKQVTCLHDFFGDDDVFIACGPEKFRYAQDDFSLDENECRVMKGNPSAAAGPKASPTPQKTSAKSPGP.... Result: 1 (interaction).